Dataset: Full USPTO retrosynthesis dataset with 1.9M reactions from patents (1976-2016). Task: Predict the reactants needed to synthesize the given product. (1) Given the product [N:21]1[CH:22]=[CH:23][C:18]([C:15]2[N:16]=[CH:17][C:12]([C:8]([OH:7])=[O:26])=[N:13][CH:14]=2)=[CH:19][CH:20]=1, predict the reactants needed to synthesize it. The reactants are: [Mn]([O-])(=O)(=O)=O.[K+].[O:7]1C=CC=[C:8]1[C:12]1[CH:17]=[N:16][C:15]([C:18]2[CH:23]=[CH:22][N:21]=[CH:20][CH:19]=2)=[CH:14][N:13]=1.C([OH:26])C. (2) Given the product [N:1]1([CH2:6][CH:7]2[CH2:12][CH2:11][N:10]([C:13]3[CH:20]=[CH:19][C:16]([CH2:17][N:25]4[CH2:30][CH2:29][CH2:28][CH2:27][CH2:26]4)=[CH:15][C:14]=3[C:21]([F:24])([F:23])[F:22])[CH2:9][CH2:8]2)[CH2:5][CH2:4][CH2:3][CH2:2]1, predict the reactants needed to synthesize it. The reactants are: [N:1]1([CH2:6][CH:7]2[CH2:12][CH2:11][N:10]([C:13]3[CH:20]=[CH:19][C:16]([CH:17]=O)=[CH:15][C:14]=3[C:21]([F:24])([F:23])[F:22])[CH2:9][CH2:8]2)[CH2:5][CH2:4][CH2:3][CH2:2]1.[NH:25]1[CH2:30][CH2:29][CH2:28][CH2:27][CH2:26]1. (3) Given the product [Cl:39][C:33]1[CH:34]=[C:35]([Cl:38])[CH:36]=[CH:37][C:32]=1[C:30]1[N:31]=[C:27](/[CH:26]=[CH:25]/[C:22]2[CH:23]=[CH:24][C:19]([C:9]3[NH:8][C:16]4[C:11]([CH:10]=3)=[CH:12][C:13]([O:17][CH3:18])=[CH:14][CH:15]=4)=[CH:20][CH:21]=2)[N:28]([CH2:40][C:41]2[CH:42]=[CH:43][C:44]([C:47]([OH:49])=[O:48])=[CH:45][CH:46]=2)[CH:29]=1, predict the reactants needed to synthesize it. The reactants are: C(OC([N:8]1[C:16]2[C:11](=[CH:12][C:13]([O:17][CH3:18])=[CH:14][CH:15]=2)[CH:10]=[C:9]1[C:19]1[CH:24]=[CH:23][C:22](/[CH:25]=[CH:26]/[C:27]2[N:28]([CH2:40][C:41]3[CH:46]=[CH:45][C:44]([C:47]([OH:49])=[O:48])=[CH:43][CH:42]=3)[CH:29]=[C:30]([C:32]3[CH:37]=[CH:36][C:35]([Cl:38])=[CH:34][C:33]=3[Cl:39])[N:31]=2)=[CH:21][CH:20]=1)=O)(C)(C)C.Cl.